This data is from Peptide-MHC class I binding affinity with 185,985 pairs from IEDB/IMGT. The task is: Regression. Given a peptide amino acid sequence and an MHC pseudo amino acid sequence, predict their binding affinity value. This is MHC class I binding data. The peptide sequence is FSDVSHWWQ. The MHC is HLA-A01:01 with pseudo-sequence HLA-A01:01. The binding affinity (normalized) is 0.445.